Dataset: Reaction yield outcomes from USPTO patents with 853,638 reactions. Task: Predict the reaction yield, written as a fraction of the theoretical maximum amount of product (1.0 means a 100% yield; for example, 0.34 means a 34% yield). (1) The reactants are ClN1C(=O)N(Cl)C(=O)N(Cl)C1=O.[SH:13][C:14]1[CH:19]=[CH:18][N:17]=[CH:16][CH:15]=1.[CH3:20][O:21][C:22]1[CH:29]=[C:28]([O:30][CH3:31])[CH:27]=[CH:26][C:23]=1[CH2:24][NH2:25].C(N(CC)CC)C. The catalyst is [Cl-].C([N+](C)(C)C)C1C=CC=CC=1.O.C(Cl)Cl.CO. The product is [CH3:20][O:21][C:22]1[CH:29]=[C:28]([O:30][CH3:31])[CH:27]=[CH:26][C:23]=1[CH2:24][NH:25][S:13][C:14]1[CH:19]=[CH:18][N:17]=[CH:16][CH:15]=1. The yield is 0.650. (2) The reactants are F[C:2]1[CH:9]=[CH:8][C:5]([CH:6]=[O:7])=[CH:4][CH:3]=1.[CH3:10][O:11][C:12]1[CH:17]=[C:16]([CH3:18])[CH:15]=[CH:14][C:13]=1[OH:19].C([O-])([O-])=O.[Cs+].[Cs+]. The catalyst is CC(N(C)C)=O. The yield is 0.690. The product is [CH3:10][O:11][C:12]1[CH:17]=[C:16]([CH3:18])[CH:15]=[CH:14][C:13]=1[O:19][C:2]1[CH:9]=[CH:8][C:5]([CH:6]=[O:7])=[CH:4][CH:3]=1. (3) The reactants are C(=O)([O-])O.[Na+].[F:6][C:7]([F:18])([F:17])[C:8]1[CH:9]=[C:10](B(O)O)[CH:11]=[CH:12][CH:13]=1.I[C:20]1[CH:25]=[CH:24][C:23]([OH:26])=[CH:22][CH:21]=1. The catalyst is O1CCOCC1.Cl.[Pd].C1(P(C2C=CC=CC=2)C2C=CC=CC=2)C=CC=CC=1.C1(P(C2C=CC=CC=2)C2C=CC=CC=2)C=CC=CC=1.C1(P(C2C=CC=CC=2)C2C=CC=CC=2)C=CC=CC=1.C1(P(C2C=CC=CC=2)C2C=CC=CC=2)C=CC=CC=1. The product is [F:6][C:7]([F:18])([F:17])[C:8]1[CH:9]=[C:10]([C:20]2[CH:25]=[CH:24][C:23]([OH:26])=[CH:22][CH:21]=2)[CH:11]=[CH:12][CH:13]=1. The yield is 0.300. (4) The reactants are [NH2:1][C:2]1[C:9]([Cl:10])=[CH:8][C:7]([NH2:11])=[CH:6][C:3]=1[C:4]#[N:5].Br[CH2:13][CH2:14][O:15][CH2:16][CH2:17]Br.C(N(CC)C(C)C)(C)C.C(=O)(O)[O-]. The catalyst is CN(C)C=O. The product is [NH2:1][C:2]1[C:9]([Cl:10])=[CH:8][C:7]([N:11]2[CH2:17][CH2:16][O:15][CH2:14][CH2:13]2)=[CH:6][C:3]=1[C:4]#[N:5]. The yield is 0.910. (5) The reactants are C(N(CC)CC)C.[NH:8]1[CH2:13][CH:12]=[CH:11][CH2:10][CH2:9]1.Cl[C:15]([O:17][CH2:18][C:19]1[CH:24]=[CH:23][CH:22]=[CH:21][CH:20]=1)=[O:16]. The catalyst is C(Cl)Cl.C(OCC)C. The product is [CH2:18]([O:17][C:15]([N:8]1[CH2:9][CH:10]=[CH:11][CH2:12][CH2:13]1)=[O:16])[C:19]1[CH:24]=[CH:23][CH:22]=[CH:21][CH:20]=1. The yield is 0.650. (6) The reactants are [CH2:1]([NH2:11])[CH2:2][CH2:3][CH2:4][CH2:5][CH2:6][CH2:7][CH2:8][CH2:9][CH3:10].[CH:12]([S:14]([O:17][CH:18]([CH3:20])[CH3:19])(=[O:16])=[O:15])=[CH2:13]. The catalyst is CO. The product is [CH2:1]([NH:11][CH2:13][CH2:12][S:14]([O:17][CH:18]([CH3:20])[CH3:19])(=[O:16])=[O:15])[CH2:2][CH2:3][CH2:4][CH2:5][CH2:6][CH2:7][CH2:8][CH2:9][CH3:10]. The yield is 0.544. (7) The reactants are O1CCC[CH2:2]1.[C:6]([C:9]1[C:17]2[C:16](=[O:18])[NH:15][N:14]=[CH:13][C:12]=2[N:11]([CH2:19][O:20][CH2:21][C:22]2[CH:27]=[CH:26][CH:25]=[CH:24][CH:23]=2)[CH:10]=1)(=[O:8])[CH3:7].C[Mg]Br.[Cl-].[NH4+]. The catalyst is C(OCC)C. The product is [CH2:21]([O:20][CH2:19][N:11]1[C:12]2[CH:13]=[N:14][NH:15][C:16](=[O:18])[C:17]=2[C:9]([C:6]([OH:8])([CH3:2])[CH3:7])=[CH:10]1)[C:22]1[CH:27]=[CH:26][CH:25]=[CH:24][CH:23]=1. The yield is 0.930.